This data is from Reaction yield outcomes from USPTO patents with 853,638 reactions. The task is: Predict the reaction yield, written as a fraction of the theoretical maximum amount of product (1.0 means a 100% yield; for example, 0.34 means a 34% yield). (1) The reactants are [NH2:1][C:2]1[C:3](=[O:13])[C:4]2[C:9]([C:10](=[O:12])[CH:11]=1)=[CH:8][CH:7]=[CH:6][CH:5]=2.[H-].[Na+].[C:16](Cl)(=[O:20])[CH:17]([CH3:19])[CH3:18]. The catalyst is O1CCCC1. The product is [O:13]=[C:3]1[C:4]2[C:9](=[CH:8][CH:7]=[CH:6][CH:5]=2)[C:10](=[O:12])[CH:11]=[C:2]1[NH:1][C:16](=[O:20])[CH:17]([CH3:19])[CH3:18]. The yield is 0.130. (2) The reactants are [CH2:1]([O:19][CH2:20][CH:21]([O:27][CH2:28][CH2:29][CH2:30][CH2:31][CH2:32][CH2:33][CH2:34][CH2:35]/[CH:36]=[CH:37]\[CH2:38]/[CH:39]=[CH:40]\[CH2:41][CH2:42][CH2:43][CH2:44][CH3:45])[CH2:22][O:23]CC=C)[CH2:2][CH2:3][CH2:4][CH2:5][CH2:6][CH2:7][CH2:8]/[CH:9]=[CH:10]\[CH2:11]/[CH:12]=[CH:13]\[CH2:14][CH2:15][CH2:16][CH2:17][CH3:18].FC(F)(F)C(O)=O. The catalyst is C(O)C.[Pd].C1(P(C2C=CC=CC=2)C2C=CC=CC=2)C=CC=CC=1.C1(P(C2C=CC=CC=2)C2C=CC=CC=2)C=CC=CC=1.C1(P(C2C=CC=CC=2)C2C=CC=CC=2)C=CC=CC=1.C1(P(C2C=CC=CC=2)C2C=CC=CC=2)C=CC=CC=1. The product is [CH2:1]([O:19][CH2:20][CH:21]([CH2:22][OH:23])[O:27][CH2:28][CH2:29][CH2:30][CH2:31][CH2:32][CH2:33][CH2:34][CH2:35]/[CH:36]=[CH:37]\[CH2:38]/[CH:39]=[CH:40]\[CH2:41][CH2:42][CH2:43][CH2:44][CH3:45])[CH2:2][CH2:3][CH2:4][CH2:5][CH2:6][CH2:7][CH2:8]/[CH:9]=[CH:10]\[CH2:11]/[CH:12]=[CH:13]\[CH2:14][CH2:15][CH2:16][CH2:17][CH3:18]. The yield is 0.653. (3) The reactants are [C:1]([O:5][C:6]([NH:8][C@@H:9]([CH2:13][CH2:14][SH:15])[C:10]([OH:12])=[O:11])=[O:7])([CH3:4])([CH3:3])[CH3:2].[CH3:16][S-:17].[Na+].II.Cl. The catalyst is O.C1COCC1.CCO. The product is [C:1]([O:5][C:6]([NH:8][C@@H:9]([CH2:13][CH2:14][S:15][S:17][CH3:16])[C:10]([OH:12])=[O:11])=[O:7])([CH3:4])([CH3:3])[CH3:2]. The yield is 0.800. (4) The reactants are [Si:1]([O:8][C@@H:9]1[C@@:28]2([CH3:29])[C:13](=[CH:14][CH:15]=[C:16]3[C@@H:27]2[CH2:26][CH2:25][C@@:24]2([CH3:30])[C@H:17]3[CH2:18][CH:19]=[C:20]2[C@@H:21]([OH:23])[CH3:22])[CH2:12][C@@H:11]([O:31][Si:32]([C:35]([CH3:38])([CH3:37])[CH3:36])([CH3:34])[CH3:33])[CH2:10]1)([C:4]([CH3:7])([CH3:6])[CH3:5])([CH3:3])[CH3:2].[H-].[Na+].Br[CH2:42][CH:43]1[O:47][C:44]1([CH3:46])[CH3:45].C([BH-](C(CC)C)C(CC)C)(CC)C.[Li+].[OH-].[Na+].OO. The catalyst is O1CCCC1.C(OCC)(=O)C. The product is [Si:1]([O:8][C@@H:9]1[C@@:28]2([CH3:29])[C:13](=[CH:14][CH:15]=[C:16]3[C@@H:27]2[CH2:26][CH2:25][C@@:24]2([CH3:30])[C@H:17]3[CH2:18][CH:19]=[C:20]2[C@@H:21]([O:23][CH2:42][CH2:43][C:44]([OH:47])([CH3:46])[CH3:45])[CH3:22])[CH2:12][C@@H:11]([O:31][Si:32]([C:35]([CH3:37])([CH3:36])[CH3:38])([CH3:33])[CH3:34])[CH2:10]1)([C:4]([CH3:7])([CH3:6])[CH3:5])([CH3:3])[CH3:2]. The yield is 1.00. (5) The reactants are Br[C:2]1[CH:7]=[CH:6][C:5]([CH3:8])=[CH:4][CH:3]=1.[Mg].[Br:10][CH2:11][CH2:12][CH2:13][CH2:14][CH2:15][O:16][C:17]1[CH:24]=[CH:23][C:20]([CH:21]=[O:22])=[CH:19][CH:18]=1.CO. The catalyst is CCOCC. The product is [Br:10][CH2:11][CH2:12][CH2:13][CH2:14][CH2:15][O:16][C:17]1[CH:18]=[CH:19][C:20]([CH:21]([C:2]2[CH:7]=[CH:6][C:5]([CH3:8])=[CH:4][CH:3]=2)[OH:22])=[CH:23][CH:24]=1. The yield is 0.990. (6) The reactants are [CH2:1]([O:3][P:4]([CH2:9][C:10]1[CH:15]=[CH:14][C:13]([NH:16][C:17]2[N:22]=[C:21]([NH:23][C:24]3[CH:25]=[CH:26][C:27]([C@@H:35]4[CH2:40][CH2:39][C@H:38]([C:41]([O:43]CC)=[O:42])[CH2:37][CH2:36]4)=[C:28]4[C:32]=3[C:31](=[O:33])[N:30]([CH3:34])[CH2:29]4)[C:20]([C:46]([F:49])([F:48])[F:47])=[CH:19][N:18]=2)=[C:12]([O:50][CH3:51])[CH:11]=1)([O:6][CH2:7][CH3:8])=[O:5])[CH3:2].C1COCC1.CO.O.[OH-].[Li+].O. No catalyst specified. The product is [CH2:7]([O:6][P:4]([CH2:9][C:10]1[CH:15]=[CH:14][C:13]([NH:16][C:17]2[N:22]=[C:21]([NH:23][C:24]3[CH:25]=[CH:26][C:27]([C@@H:35]4[CH2:40][CH2:39][C@H:38]([C:41]([OH:43])=[O:42])[CH2:37][CH2:36]4)=[C:28]4[C:32]=3[C:31](=[O:33])[N:30]([CH3:34])[CH2:29]4)[C:20]([C:46]([F:47])([F:49])[F:48])=[CH:19][N:18]=2)=[C:12]([O:50][CH3:51])[CH:11]=1)([O:3][CH2:1][CH3:2])=[O:5])[CH3:8]. The yield is 0.0600.